Dataset: Peptide-MHC class II binding affinity with 134,281 pairs from IEDB. Task: Regression. Given a peptide amino acid sequence and an MHC pseudo amino acid sequence, predict their binding affinity value. This is MHC class II binding data. (1) The peptide sequence is ANATVYMIDSVLMPP. The MHC is DRB1_0301 with pseudo-sequence DRB1_0301. The binding affinity (normalized) is 0.488. (2) The peptide sequence is TCAKSMSLFEVDQTKKK. The MHC is HLA-DQA10601-DQB10402 with pseudo-sequence HLA-DQA10601-DQB10402. The binding affinity (normalized) is 0.211. (3) The peptide sequence is FPQPQLPYSQPQPFRPQQPY. The MHC is DRB1_1101 with pseudo-sequence DRB1_1101. The binding affinity (normalized) is 0. (4) The peptide sequence is EFEPPHAATIRVLAL. The MHC is DRB1_0405 with pseudo-sequence QEFFIASGAAVDAIMEVHFDYYSLQRATYHVGFT. The binding affinity (normalized) is 0.0778.